Dataset: Catalyst prediction with 721,799 reactions and 888 catalyst types from USPTO. Task: Predict which catalyst facilitates the given reaction. (1) Reactant: [CH3:1][N:2]1[C:29]2[C:24](=[CH:25][C:26]([C:30]([OH:32])=O)=[CH:27][CH:28]=2)[C:4]2([CH2:9][CH2:8][N:7]([C:10](=[O:23])/[CH:11]=[CH:12]/[C:13]3[CH:18]=[CH:17][CH:16]=[CH:15][C:14]=3[C:19]([F:22])([F:21])[F:20])[CH2:6][CH2:5]2)[C:3]1=[O:33].[CH3:34][N:35]1[CH2:40][CH2:39][NH:38][CH2:37][CH2:36]1.C1C=CC2N(O)N=NC=2C=1.CCN=C=NCCCN(C)C.CCN(C(C)C)C(C)C. Product: [CH3:1][N:2]1[C:29]2[C:24](=[CH:25][C:26]([C:30]([N:38]3[CH2:39][CH2:40][N:35]([CH3:34])[CH2:36][CH2:37]3)=[O:32])=[CH:27][CH:28]=2)[C:4]2([CH2:9][CH2:8][N:7]([C:10](=[O:23])/[CH:11]=[CH:12]/[C:13]3[CH:18]=[CH:17][CH:16]=[CH:15][C:14]=3[C:19]([F:22])([F:21])[F:20])[CH2:6][CH2:5]2)[C:3]1=[O:33]. The catalyst class is: 2. (2) Reactant: C([O:3][CH:4](OCC)[C:5]1[CH:12]=[CH:11][C:8]([CH:9]=[O:10])=[CH:7][CH:6]=1)C.[BH4-].[Na+]. Product: [OH:10][CH2:9][C:8]1[CH:11]=[CH:12][C:5]([CH:4]=[O:3])=[CH:6][CH:7]=1. The catalyst class is: 5. (3) Reactant: [CH2:1]([NH:3][C:4]([C@H:6]1[CH2:11][CH2:10][C@H:9]([C:12]([O:14][CH3:15])=[O:13])[CH2:8][CH2:7]1)=O)[CH3:2].[BH4-].[Na+].C(O)(=O)C.N#N. Product: [CH2:1]([NH:3][CH2:4][C@H:6]1[CH2:11][CH2:10][C@H:9]([C:12]([O:14][CH3:15])=[O:13])[CH2:8][CH2:7]1)[CH3:2]. The catalyst class is: 1. (4) Reactant: [Br:1][C:2]1[CH:3]=[C:4]([CH2:8][C:9]([OH:11])=O)[CH:5]=[CH:6][CH:7]=1.CN(C=O)C.[C:17](Cl)(=O)[C:18](Cl)=O.[Al+3].[Cl-].[Cl-].[Cl-]. Product: [Br:1][C:2]1[CH:3]=[C:4]2[C:5]([CH2:17][CH2:18][C:9](=[O:11])[CH2:8]2)=[CH:6][CH:7]=1. The catalyst class is: 2. (5) Reactant: C(#N)CC#N.[CH2:6]1[N:11]2[CH2:12][CH2:13][N:8]([CH2:9][CH2:10]2)[CH2:7]1.[Cl-:14].[Li+]. Product: [CH2:6]1[N:11]2[CH2:12][CH2:13][N:8]([CH2:9][CH2:10]2)[CH2:7]1.[ClH:14]. The catalyst class is: 7. (6) Reactant: [H-].[H-].[H-].[H-].[Li+].[Al+3].[CH:7]([NH:10][C:11]1[C:16]([C:17](OCC)=[O:18])=[CH:15][N:14]=[C:13]([N:22]([O:24][CH3:25])[CH3:23])[CH:12]=1)([CH3:9])[CH3:8]. Product: [CH:7]([NH:10][C:11]1[CH:12]=[C:13]([N:22]([O:24][CH3:25])[CH3:23])[N:14]=[CH:15][C:16]=1[CH2:17][OH:18])([CH3:9])[CH3:8]. The catalyst class is: 1. (7) Reactant: Br[C:2]1[CH:3]=[C:4]([C:10]2[S:11][C:12]3[CH2:17][CH2:16][CH2:15][NH:14][C:13]=3[N:18]=2)[C:5]([O:8][CH3:9])=[N:6][CH:7]=1.[F:19][C:20]1[CH:25]=[CH:24][C:23]([C:26]2[O:27][C:28]3[CH:38]=[C:37]([N:39]([CH3:44])[S:40]([CH3:43])(=[O:42])=[O:41])[C:36](B4OC(C)(C)C(C)(C)O4)=[CH:35][C:29]=3[C:30]=2[C:31]([NH:33][CH3:34])=[O:32])=[CH:22][CH:21]=1. Product: [F:19][C:20]1[CH:25]=[CH:24][C:23]([C:26]2[O:27][C:28]3[CH:38]=[C:37]([N:39]([CH3:44])[S:40]([CH3:43])(=[O:41])=[O:42])[C:36]([C:2]4[CH:7]=[N:6][C:5]([O:8][CH3:9])=[C:4]([C:10]5[S:11][C:12]6[CH2:17][CH2:16][CH2:15][NH:14][C:13]=6[N:18]=5)[CH:3]=4)=[CH:35][C:29]=3[C:30]=2[C:31]([NH:33][CH3:34])=[O:32])=[CH:22][CH:21]=1. The catalyst class is: 75.